This data is from Catalyst prediction with 721,799 reactions and 888 catalyst types from USPTO. The task is: Predict which catalyst facilitates the given reaction. (1) Reactant: [Br:1][C:2]1[CH:10]=[C:9]2[C:5]([CH2:6][CH2:7][C:8]2=[O:11])=[CH:4][CH:3]=1.Br[CH2:13][C:14]1[CH:19]=[CH:18][CH:17]=[CH:16][C:15]=1[CH2:20]Br.[H-].[Na+]. Product: [Br:1][C:2]1[CH:10]=[C:9]2[C:5]([CH2:6][C:7]3([CH2:20][C:15]4[C:14](=[CH:19][CH:18]=[CH:17][CH:16]=4)[CH2:13]3)[C:8]2=[O:11])=[CH:4][CH:3]=1. The catalyst class is: 1. (2) Reactant: Cl.Cl.[CH3:3][O:4][C:5](=[O:30])[CH2:6][CH2:7][CH2:8][NH:9][CH2:10][CH2:11][N:12]([CH2:25][CH2:26][C:27](O)=[O:28])[C:13]1[CH:18]=[CH:17][C:16]([O:19][C:20]([F:23])([F:22])[F:21])=[C:15]([Cl:24])[CH:14]=1.C(N(CC)CC)C.CCN=C=NCCCN(C)C. Product: [CH3:3][O:4][C:5](=[O:30])[CH2:6][CH2:7][CH2:8][N:9]1[C:27](=[O:28])[CH2:26][CH2:25][N:12]([C:13]2[CH:18]=[CH:17][C:16]([O:19][C:20]([F:22])([F:21])[F:23])=[C:15]([Cl:24])[CH:14]=2)[CH2:11][CH2:10]1. The catalyst class is: 2. (3) Reactant: [CH3:1][C:2]1([CH3:23])[CH2:7][CH2:6][CH:5]([C:8]2[S:22][C:11]3[N:12]=[C:13]([CH3:21])[N:14]=[C:15]([C:16]([O:18]CC)=[O:17])[C:10]=3[CH:9]=2)[CH2:4][CH2:3]1.[OH-].[Na+]. Product: [CH3:1][C:2]1([CH3:23])[CH2:3][CH2:4][CH:5]([C:8]2[S:22][C:11]3[N:12]=[C:13]([CH3:21])[N:14]=[C:15]([C:16]([OH:18])=[O:17])[C:10]=3[CH:9]=2)[CH2:6][CH2:7]1. The catalyst class is: 14.